From a dataset of Catalyst prediction with 721,799 reactions and 888 catalyst types from USPTO. Predict which catalyst facilitates the given reaction. (1) Reactant: Cl[CH2:2][C:3]([N:5]([CH2:19][C:20]1[CH:25]=[CH:24][CH:23]=[C:22]([Cl:26])[C:21]=1[CH3:27])[C:6]1[N:7]=[C:8]([N:13]2[CH2:18][CH2:17][O:16][CH2:15][CH2:14]2)[S:9][C:10]=1[C:11]#[N:12])=[O:4].[N-:28]=[N+:29]=[N-:30].[Na+]. Product: [N:28]([CH2:2][C:3]([N:5]([CH2:19][C:20]1[CH:25]=[CH:24][CH:23]=[C:22]([Cl:26])[C:21]=1[CH3:27])[C:6]1[N:7]=[C:8]([N:13]2[CH2:14][CH2:15][O:16][CH2:17][CH2:18]2)[S:9][C:10]=1[C:11]#[N:12])=[O:4])=[N+:29]=[N-:30]. The catalyst class is: 508. (2) Reactant: [CH3:1][N:2]1[CH2:7][CH2:6][CH2:5][CH2:4][CH2:3]1.[O:8](C)[S:9]([C:12]([F:15])([F:14])[F:13])(=[O:11])=[O:10]. Product: [F:13][C:12]([F:15])([F:14])[S:9]([O-:11])(=[O:10])=[O:8].[CH3:1][N+:2]1([CH3:12])[CH2:7][CH2:6][CH2:5][CH2:4][CH2:3]1. The catalyst class is: 81. (3) Reactant: [OH:1][C:2]1[CH:7]=[CH:6][C:5]([C:8]2[N:9]=[C:10]3[CH:15]=[CH:14][C:13]([O:16][CH3:17])=[CH:12][N:11]3[CH:18]=2)=[CH:4][CH:3]=1.C(=O)([O-])[O-].[K+].[K+].Br[CH2:26][CH2:27][CH2:28][F:29].O. Product: [F:29][CH2:28][CH2:27][CH2:26][O:1][C:2]1[CH:3]=[CH:4][C:5]([C:8]2[N:9]=[C:10]3[CH:15]=[CH:14][C:13]([O:16][CH3:17])=[CH:12][N:11]3[CH:18]=2)=[CH:6][CH:7]=1. The catalyst class is: 22. (4) Reactant: [H-].[Na+].[CH3:3][O:4][CH2:5][CH2:6][OH:7].C(O[C:11](=[O:27])[C:12]1[CH:17]=[CH:16][CH:15]=[C:14](OCCN2CCOCC2)[CH:13]=1)C.F[C:29](F)(F)[C:30](O)=O.[CH:35]1([NH:38][C:39](=[O:49])[C:40]2[CH:45]=[CH:44][C:43]([CH3:46])=[C:42]([NH:47][NH2:48])[CH:41]=2)[CH2:37][CH2:36]1.[CH:50]([N:53](C(C)C)CC)(C)C. Product: [NH2:53][C:50]1[N:47]([C:42]2[CH:41]=[C:40]([CH:45]=[CH:44][C:43]=2[CH3:46])[C:39]([NH:38][CH:35]2[CH2:37][CH2:36]2)=[O:49])[N:48]=[CH:30][C:29]=1[C:11](=[O:27])[C:12]1[CH:13]=[CH:14][CH:15]=[C:16]([CH:3]2[O:7][CH2:6][CH2:5][O:4]2)[CH:17]=1. The catalyst class is: 12. (5) Reactant: [CH3:1][O:2][C:3]1[CH:12]=[CH:11][C:6]([C:7]([O:9][CH3:10])=[O:8])=[CH:5][C:4]=1[O:13][CH2:14][CH2:15][O:16][CH3:17].CC(OC(C)=O)=O.[N+:25]([O-])([OH:27])=[O:26]. Product: [CH3:1][O:2][C:3]1[C:4]([O:13][CH2:14][CH2:15][O:16][CH3:17])=[CH:5][C:6]([C:7]([O:9][CH3:10])=[O:8])=[C:11]([N+:25]([O-:27])=[O:26])[CH:12]=1. The catalyst class is: 52. (6) The catalyst class is: 49. Reactant: [C:1]([S:5][C:6]1[CH:13]=[CH:12][CH:11]=[CH:10][C:7]=1[C:8]#[N:9])([CH3:4])([CH3:3])[CH3:2].B.C1COCC1.CO.Cl. Product: [C:1]([S:5][C:6]1[CH:13]=[CH:12][CH:11]=[CH:10][C:7]=1[CH2:8][NH2:9])([CH3:4])([CH3:2])[CH3:3]. (7) Reactant: [F:1][C:2]1[CH:3]=[C:4]([CH:20]=[CH:21][C:22]=1[NH:23][C:24]([NH:26][C:27]1[CH:32]=[C:31]([CH3:33])[CH:30]=[CH:29][C:28]=1[F:34])=[O:25])[O:5][C:6]1[CH:11]=[CH:10][N:9]=[C:8]([C:12]2[NH:16][CH:15]=[C:14]([C:17](O)=[O:18])[CH:13]=2)[CH:7]=1.CN(C(ON1N=NC2C=CC=NC1=2)=[N+](C)C)C.F[P-](F)(F)(F)(F)F.C(N(CC)C(C)C)(C)C.Cl.[CH3:69][O:70][C:71](=[O:80])[C@H:72]([CH2:74][CH2:75][C:76]([O:78][CH3:79])=[O:77])[NH2:73].Cl. Product: [F:1][C:2]1[CH:3]=[C:4]([CH:20]=[CH:21][C:22]=1[NH:23][C:24]([NH:26][C:27]1[CH:32]=[C:31]([CH3:33])[CH:30]=[CH:29][C:28]=1[F:34])=[O:25])[O:5][C:6]1[CH:11]=[CH:10][N:9]=[C:8]([C:12]2[NH:16][CH:15]=[C:14]([C:17]([NH:73][CH:72]([CH2:74][CH2:75][C:76]([O:78][CH3:79])=[O:77])[C:71]([O:70][CH3:69])=[O:80])=[O:18])[CH:13]=2)[CH:7]=1. The catalyst class is: 18. (8) Reactant: O[CH:2]1[N:6]([C:7]2[C:16]3[C:11](=[CH:12][CH:13]=[CH:14][CH:15]=3)[C:10]([C:17]#[N:18])=[CH:9][CH:8]=2)[C:5](=[O:19])[N:4]2[CH2:20][CH2:21][C@H:22]([OH:23])[C@H:3]12.C(O)(C)C. Product: [OH:23][C@@H:22]1[C@H:3]2[N:4]([C:5](=[O:19])[N:6]([C:7]3[C:16]4[C:11](=[CH:12][CH:13]=[CH:14][CH:15]=4)[C:10]([C:17]#[N:18])=[CH:9][CH:8]=3)[CH2:2]2)[CH2:20][CH2:21]1. The catalyst class is: 81. (9) Product: [CH2:1]([O:35][C:28]([C:29]1[CH:34]=[CH:33][CH:32]=[CH:31][CH:30]=1)([C:36]1[CH:41]=[CH:40][CH:39]=[CH:38][CH:37]=1)[C:29]1[CH:34]=[CH:33][CH:32]=[CH:31][CH:30]=1)[CH2:2][CH2:3][CH2:4][CH2:5][CH2:6][CH2:7][CH2:8][CH2:9][CH2:10][CH2:11][CH2:12][CH2:13][CH2:14][CH2:15][CH2:16][CH2:17][CH3:18]. Reactant: [CH2:1](OC1C=CC=CC=1Br)[CH2:2][CH2:3][CH2:4][CH2:5][CH2:6][CH2:7][CH2:8][CH2:9][CH2:10][CH2:11][CH2:12][CH2:13][CH2:14][CH2:15][CH2:16][CH2:17][CH3:18].[Mg].[C:28]([C:36]1[CH:41]=[CH:40][CH:39]=[CH:38][CH:37]=1)(=[O:35])[C:29]1[CH:34]=[CH:33][CH:32]=[CH:31][CH:30]=1.Cl. The catalyst class is: 1. (10) Reactant: Br[CH:2]([C:6]1[N:7]([CH2:17][C:18]2[CH:23]=[CH:22][CH:21]=[C:20]([F:24])[CH:19]=2)[C:8](=[O:16])[C:9]2[C:14]([CH3:15])=[N:13][O:12][C:10]=2[N:11]=1)[CH:3]([CH3:5])[CH3:4].[N-:25]=[N+:26]=[N-:27].[Na+].O. The catalyst class is: 3. Product: [N:25]([CH:2]([C:6]1[N:7]([CH2:17][C:18]2[CH:23]=[CH:22][CH:21]=[C:20]([F:24])[CH:19]=2)[C:8](=[O:16])[C:9]2[C:14]([CH3:15])=[N:13][O:12][C:10]=2[N:11]=1)[CH:3]([CH3:5])[CH3:4])=[N+:26]=[N-:27].